The task is: Predict the reactants needed to synthesize the given product.. This data is from Full USPTO retrosynthesis dataset with 1.9M reactions from patents (1976-2016). (1) Given the product [CH3:1][N:2]([CH2:3][CH:4]1[CH2:8][CH2:7][N:6]([C:9]([O:11][C:12]([CH3:15])([CH3:14])[CH3:13])=[O:10])[CH2:5]1)[C:51]([C:49]1[CH:48]=[CH:47][C:44]2[S:45][CH2:46][C:41](=[O:40])[NH:42][C:43]=2[N:50]=1)=[O:52], predict the reactants needed to synthesize it. The reactants are: [CH3:1][NH:2][CH2:3][CH:4]1[CH2:8][CH2:7][N:6]([C:9]([O:11][C:12]([CH3:15])([CH3:14])[CH3:13])=[O:10])[CH2:5]1.C(N(CC)CC)C.C1C=CC(P(N=[N+]=[N-])(C2C=CC=CC=2)=O)=CC=1.[O:40]=[C:41]1[CH2:46][S:45][C:44]2[CH:47]=[CH:48][C:49]([C:51](O)=[O:52])=[N:50][C:43]=2[NH:42]1. (2) Given the product [Cl:1][C:2]1[CH:3]=[C:4]([CH:9]2[C:14]3[CH:15]=[CH:16][S:17][C:13]=3[C:12](=[N:30][OH:31])[CH2:11][CH2:10]2)[CH:5]=[CH:6][C:7]=1[Cl:8], predict the reactants needed to synthesize it. The reactants are: [Cl:1][C:2]1[CH:3]=[C:4]([CH:9]2[C:14]3[CH:15]=[CH:16][S:17][C:13]=3[C:12](=O)[CH2:11][CH2:10]2)[CH:5]=[CH:6][C:7]=1[Cl:8].O1CCCC1.C([O-])(=O)C.[Na+].Cl.[NH2:30][OH:31]. (3) The reactants are: C(OC([N:8]1[CH2:13][CH:12]2[CH:10]([CH:11]2[N:14]([CH2:22][C:23]2[CH:28]=[CH:27][CH:26]=[CH:25][CH:24]=2)[CH2:15][C:16]2[CH:21]=[CH:20][CH:19]=[CH:18][CH:17]=2)[CH2:9]1)=O)(C)(C)C.FC(F)(F)C(O)=O. Given the product [CH:12]12[CH:11]([N:14]([CH2:15][C:16]3[CH:21]=[CH:20][CH:19]=[CH:18][CH:17]=3)[CH2:22][C:23]3[CH:28]=[CH:27][CH:26]=[CH:25][CH:24]=3)[CH:10]1[CH2:9][NH:8][CH2:13]2, predict the reactants needed to synthesize it. (4) The reactants are: CC1(C)C(C)(C)OB([C:9]2[CH:18]=[CH:17][CH:16]=[CH:15][C:10]=2[C:11]([O:13][CH3:14])=[O:12])O1.Cl[C:21]1[N:26]=[CH:25][CH:24]=[C:23]([Cl:27])[N:22]=1.C(=O)([O-])[O-].[Na+].[Na+].COCCOC. Given the product [Cl:27][C:23]1[N:22]=[CH:21][N:26]=[C:25]([C:9]2[CH:18]=[CH:17][CH:16]=[CH:15][C:10]=2[C:11]([O:13][CH3:14])=[O:12])[CH:24]=1, predict the reactants needed to synthesize it. (5) Given the product [CH3:1][C:2]1[CH:7]=[C:6]([CH3:8])[NH:5][C:4](=[O:9])[C:3]=1[CH2:10][NH:11][C:12]([C:14]1[CH:15]=[C:16]([C:30]2[CH:35]=[CH:34][C:33]([CH2:36][N:37]3[CH2:38][CH2:39][O:40][CH2:41][CH2:42]3)=[CH:32][CH:31]=2)[CH:17]=[C:18]([N:21]([CH2:28][CH3:29])[CH:22]2[CH2:23][CH2:24][N:25]([S:50]([CH3:53])(=[O:52])=[O:51])[CH2:26][CH2:27]2)[C:19]=1[CH3:20])=[O:13], predict the reactants needed to synthesize it. The reactants are: [CH3:1][C:2]1[CH:7]=[C:6]([CH3:8])[NH:5][C:4](=[O:9])[C:3]=1[CH2:10][NH:11][C:12]([C:14]1[CH:15]=[C:16]([C:30]2[CH:35]=[CH:34][C:33]([CH2:36][N:37]3[CH2:42][CH2:41][O:40][CH2:39][CH2:38]3)=[CH:32][CH:31]=2)[CH:17]=[C:18]([N:21]([CH2:28][CH3:29])[CH:22]2[CH2:27][CH2:26][NH:25][CH2:24][CH2:23]2)[C:19]=1[CH3:20])=[O:13].C(N(CC)CC)C.[S:50](Cl)([CH3:53])(=[O:52])=[O:51].[OH-].[Na+]. (6) Given the product [N:15]1[C:10]2[CH2:9][CH2:8][C:7]3[CH:16]=[CH:17][CH:18]=[CH:19][C:6]=3[N:5]([CH2:4][C@@H:3]([OH:20])[CH2:2][NH:1][S:37]([C:34]3[CH:33]=[CH:32][C:31]([O:30][C:29]([F:28])([F:41])[F:42])=[CH:36][CH:35]=3)(=[O:39])=[O:38])[C:11]=2[CH:12]=[CH:13][CH:14]=1, predict the reactants needed to synthesize it. The reactants are: [NH2:1][CH2:2][C@H:3]([OH:20])[CH2:4][N:5]1[C:11]2[CH:12]=[CH:13][CH:14]=[N:15][C:10]=2[CH2:9][CH2:8][C:7]2[CH:16]=[CH:17][CH:18]=[CH:19][C:6]1=2.CCN(CC)CC.[F:28][C:29]([F:42])([F:41])[O:30][C:31]1[CH:36]=[CH:35][C:34]([S:37](Cl)(=[O:39])=[O:38])=[CH:33][CH:32]=1. (7) Given the product [Cl:38][C:11]1[C:10]2[CH:9]=[C:8]([O:7][CH2:6][C:5]3[CH:24]=[CH:25][C:26]([O:27][CH:28]([CH3:30])[CH3:29])=[C:3]([C:1]#[N:2])[CH:4]=3)[CH:16]=[CH:15][C:14]=2[N:13]2[CH2:17][CH2:18][CH:19]([CH2:20][C:21]([OH:23])=[O:22])[C:12]=12, predict the reactants needed to synthesize it. The reactants are: [C:1]([C:3]1[CH:4]=[C:5]([CH:24]=[CH:25][C:26]=1[O:27][CH:28]([CH3:30])[CH3:29])[CH2:6][O:7][C:8]1[CH:16]=[CH:15][C:14]2[N:13]3[CH2:17][CH2:18][CH:19]([CH2:20][C:21]([OH:23])=[O:22])[C:12]3=[CH:11][C:10]=2[CH:9]=1)#[N:2].C1C(=O)N([Cl:38])C(=O)C1. (8) Given the product [CH3:22][CH:7]([CH3:6])[CH2:2][C:1]([NH:9][NH:10][C:11](=[O:21])[C:12]1[CH:17]=[CH:16][CH:15]=[CH:14][C:13]=1[N+:18]([O-:20])=[O:19])=[O:8], predict the reactants needed to synthesize it. The reactants are: [C:1]([NH:9][NH:10][C:11](=[O:21])[C:12]1[CH:17]=[CH:16][CH:15]=[CH:14][C:13]=1[N+:18]([O-:20])=[O:19])(=[O:8])[C:2]1[CH:7]=[CH:6]C=CC=1.[C:22](Cl)(=O)C1C=CC=CC=1.